From a dataset of Catalyst prediction with 721,799 reactions and 888 catalyst types from USPTO. Predict which catalyst facilitates the given reaction. (1) Reactant: [O:1]1CC[O:3][CH:2]1[C:6]1[CH:7]=[C:8]([C:12]2([CH3:19])[NH:17][C:16](=[O:18])[CH2:15][O:14][CH2:13]2)[CH:9]=[CH:10][CH:11]=1.S(OOS([O-])(=O)=O)([O-])(=O)=O.[K+].[K+].C(OCC)(=O)C. Product: [CH3:19][C:12]1([C:8]2[CH:7]=[C:6]([CH:11]=[CH:10][CH:9]=2)[C:2]([OH:3])=[O:1])[CH2:13][O:14][CH2:15][C:16](=[O:18])[NH:17]1. The catalyst class is: 30. (2) Reactant: [H-].[Na+].[OH:3][C:4]1[CH:9]=[CH:8][N:7]=[CH:6][CH:5]=1.Br[CH2:11][CH2:12][O:13][C:14](=[O:16])[CH3:15]. Product: [CH2:12]([O:13][C:14](=[O:16])[CH2:15][O:3][C:4]1[CH:9]=[CH:8][N:7]=[CH:6][CH:5]=1)[CH3:11]. The catalyst class is: 3. (3) Reactant: [C:1]([O:5][C:6](=[O:31])[CH2:7][O:8][C:9]1[C:14]2[CH2:15][CH2:16][CH2:17][CH2:18][CH:19]([NH:20][S:21]([C:24]3[CH:29]=[CH:28][C:27](I)=[CH:26][CH:25]=3)(=[O:23])=[O:22])[C:13]=2[CH:12]=[CH:11][CH:10]=1)([CH3:4])([CH3:3])[CH3:2].[OH:32][C:33]1[CH:38]=[CH:37][C:36](B(O)O)=[CH:35][CH:34]=1.C([O-])([O-])=O.[K+].[K+]. Product: [C:1]([O:5][C:6](=[O:31])[CH2:7][O:8][C:9]1[C:14]2[CH2:15][CH2:16][CH2:17][CH2:18][CH:19]([NH:20][S:21]([C:24]3[CH:29]=[CH:28][C:27]([C:36]4[CH:37]=[CH:38][C:33]([OH:32])=[CH:34][CH:35]=4)=[CH:26][CH:25]=3)(=[O:23])=[O:22])[C:13]=2[CH:12]=[CH:11][CH:10]=1)([CH3:4])([CH3:3])[CH3:2]. The catalyst class is: 77. (4) Reactant: [CH3:1][C@H:2]1[CH2:7][NH:6][CH2:5][CH2:4][NH:3]1.Br[CH2:9][C:10]1[CH:15]=[CH:14][C:13]([C:16]([OH:25])([C:21]([F:24])([F:23])[F:22])[C:17]([F:20])([F:19])[F:18])=[CH:12][CH:11]=1.C(=O)([O-])[O-].[K+].[K+]. Product: [F:18][C:17]([F:19])([F:20])[C:16]([C:13]1[CH:14]=[CH:15][C:10]([CH2:9][N:6]2[CH2:5][CH2:4][NH:3][C@@H:2]([CH3:1])[CH2:7]2)=[CH:11][CH:12]=1)([OH:25])[C:21]([F:22])([F:24])[F:23]. The catalyst class is: 115. (5) Reactant: [OH-].[Na+].[NH2:3][C:4]1[C:5]2[C:12]([Br:13])=[CH:11][N:10]([C@@H:14]3O[C@H:17]([CH:19]=[O:20])[C@@H:16]([O:21][Si:22]([C:25]([CH3:28])([CH3:27])[CH3:26])([CH3:24])[CH3:23])[CH2:15]3)[C:6]=2[N:7]=[CH:8][N:9]=1.[CH2:29]=O.[BH4-].[Na+].[O:33]1CCOC[CH2:34]1. Product: [NH2:3][C:4]1[C:5]2[C:12]([Br:13])=[CH:11][N:10]([C@@H:14]3[CH2:29][C:17]([CH2:34][OH:33])([CH2:19][OH:20])[C@@H:16]([O:21][Si:22]([C:25]([CH3:26])([CH3:27])[CH3:28])([CH3:24])[CH3:23])[CH2:15]3)[C:6]=2[N:7]=[CH:8][N:9]=1. The catalyst class is: 336. (6) Reactant: [CH3:1][C:2]1[C:6]([CH3:7])=[C:5]([NH:8][C:9](=[O:16])OCC(Cl)(Cl)Cl)[O:4][N:3]=1.[S:17]1[CH:21]=[CH:20][CH:19]=[C:18]1[C:22]1[N:26]=[C:25]([N:27]2[CH2:32][CH2:31][NH:30][CH2:29][CH2:28]2)[S:24][N:23]=1.C(N(C(C)C)CC)(C)C.O. Product: [CH3:1][C:2]1[C:6]([CH3:7])=[C:5]([NH:8][C:9]([N:30]2[CH2:29][CH2:28][N:27]([C:25]3[S:24][N:23]=[C:22]([C:18]4[S:17][CH:21]=[CH:20][CH:19]=4)[N:26]=3)[CH2:32][CH2:31]2)=[O:16])[O:4][N:3]=1. The catalyst class is: 16. (7) Reactant: [F:1][C:2]1([F:10])[CH2:7][C@H:6]2[CH2:8][C@@H:3]1[CH2:4][C:5]2=[O:9].CCC(C)[BH-](C(C)CC)C(C)CC.[Li+].OO.[OH-].[Na+]. Product: [F:1][C:2]1([F:10])[CH2:7][C@H:6]2[CH2:8][C@@H:3]1[CH2:4][C@H:5]2[OH:9]. The catalyst class is: 7. (8) The catalyst class is: 22. Reactant: [F:1][C:2]1[CH:7]=[CH:6][CH:5]=[C:4]([OH:8])[C:3]=1[NH:9][C:10](=[O:13])[O:11][CH3:12].CC#N.O.C1(C)C=CC(S(O)(=O)=O)=CC=1.[I:29]N1C(=O)CCC1=O. Product: [F:1][C:2]1[C:7]([I:29])=[CH:6][CH:5]=[C:4]([OH:8])[C:3]=1[NH:9][C:10](=[O:13])[O:11][CH3:12].